Task: Predict the reaction yield, written as a fraction of the theoretical maximum amount of product (1.0 means a 100% yield; for example, 0.34 means a 34% yield).. Dataset: Reaction yield outcomes from USPTO patents with 853,638 reactions (1) The reactants are Cl.Cl.[N:3]1([CH:9]([CH3:13])[C:10]([NH2:12])=[O:11])[CH2:8][CH2:7][NH:6][CH2:5][CH2:4]1.CN(C)C(N(C)C)=N.F[C:23]1[N:28]=[C:27]([C:29]2[NH:38][C:37](=[O:39])[C:36]3[C:31](=[CH:32][C:33]([O:42][CH3:43])=[CH:34][C:35]=3[O:40][CH3:41])[N:30]=2)[CH:26]=[CH:25][CH:24]=1. The catalyst is CS(C)=O.ClCCl. The product is [CH3:41][O:40][C:35]1[CH:34]=[C:33]([O:42][CH3:43])[CH:32]=[C:31]2[C:36]=1[C:37](=[O:39])[NH:38][C:29]([C:27]1[N:28]=[C:23]([N:6]3[CH2:7][CH2:8][N:3]([CH:9]([CH3:13])[C:10]([NH2:12])=[O:11])[CH2:4][CH2:5]3)[CH:24]=[CH:25][CH:26]=1)=[N:30]2. The yield is 0.280. (2) The reactants are [C:1]([C:3]1[NH:7][C:6]([C:8]2[CH:13]=[CH:12][C:11]([NH:14][S:15]([CH2:18][CH3:19])(=[O:17])=[O:16])=[CH:10][CH:9]=2)=[CH:5][CH:4]=1)#[N:2].[CH3:20][C:21](C)([O-])C.[K+].C(I)C.CN(C)C=O. The catalyst is O1CCCC1. The product is [C:1]([C:3]1[N:7]([CH2:20][CH3:21])[C:6]([C:8]2[CH:9]=[CH:10][C:11]([NH:14][S:15]([CH2:18][CH3:19])(=[O:17])=[O:16])=[CH:12][CH:13]=2)=[CH:5][CH:4]=1)#[N:2]. The yield is 0.110. (3) The reactants are [NH2:1][C:2]1[C:11]2[C:6](=[CH:7][CH:8]=[CH:9][CH:10]=2)[CH:5]=[CH:4][C:3]=1[NH:12][C:13]1[CH:18]=[CH:17][C:16]([C:19]2[O:20][C:21]([CH3:24])=[N:22][N:23]=2)=[CH:15][CH:14]=1.[C:25](Cl)(=[O:29])[C:26](Cl)=[O:27]. No catalyst specified. The product is [CH3:24][C:21]1[O:20][C:19]([C:16]2[CH:15]=[CH:14][C:13]([N:12]3[C:3]4[CH:4]=[CH:5][C:6]5[CH:7]=[CH:8][CH:9]=[CH:10][C:11]=5[C:2]=4[NH:1][C:26](=[O:27])[C:25]3=[O:29])=[CH:18][CH:17]=2)=[N:23][N:22]=1. The yield is 0.680. (4) The reactants are C[O:2][C:3](=O)/[CH:4]=[CH:5]/[C:6]1[CH:11]=[C:10]([O:12][CH3:13])[C:9]([O:14][CH3:15])=[CH:8][C:7]=1[N+:16]([O-])=O. The catalyst is C(O)C.C(OCC)(=O)C.[Pd]. The product is [CH3:13][O:12][C:10]1[CH:11]=[C:6]2[C:7](=[CH:8][C:9]=1[O:14][CH3:15])[NH:16][C:3](=[O:2])[CH2:4][CH2:5]2. The yield is 1.00. (5) The reactants are [CH3:1][O:2][C:3]1[CH:12]=[CH:11][C:10]2[C:5](=[CH:6][CH:7]=[CH:8][CH:9]=2)[C:4]=1[C:13]1[O:17][C:16]([NH2:18])=[N:15][CH:14]=1.C(N(CC)CC)C.[C:26](Cl)(=[O:28])[CH3:27]. The catalyst is ClCCl. The product is [CH3:1][O:2][C:3]1[CH:12]=[CH:11][C:10]2[C:5](=[CH:6][CH:7]=[CH:8][CH:9]=2)[C:4]=1[C:13]1[O:17][C:16]([NH:18][C:26](=[O:28])[CH3:27])=[N:15][CH:14]=1. The yield is 0.360. (6) The reactants are [CH3:1][O:2][CH2:3][C:4]1[N:5]=[C:6]([NH:18][C:19](=[O:21])[CH3:20])[S:7][C:8]=1[C:9]1[S:10][C:11]2[CH:12]=[N:13][CH:14]=[CH:15][C:16]=2[N:17]=1.C([O-])([O-])=O.[Cs+].[Cs+].CN(C=O)C.[F:33][C:34]([F:58])([F:57])[C:35]1[CH:56]=[CH:55][C:38]([CH2:39][CH:40]2[CH2:42][N@@:41]2[S:43]([C:46]2[CH:51]=[CH:50][C:49]([N+:52]([O-:54])=[O:53])=[CH:48][CH:47]=2)(=[O:45])=[O:44])=[CH:37][CH:36]=1. The catalyst is C(Cl)Cl.CO. The product is [CH3:1][O:2][CH2:3][C:4]1[N:5]=[C:6]([N:18]([CH2:42][C@@H:40]([NH:41][S:43]([C:46]2[CH:47]=[CH:48][C:49]([N+:52]([O-:54])=[O:53])=[CH:50][CH:51]=2)(=[O:44])=[O:45])[CH2:39][C:38]2[CH:55]=[CH:56][C:35]([C:34]([F:57])([F:33])[F:58])=[CH:36][CH:37]=2)[C:19](=[O:21])[CH3:20])[S:7][C:8]=1[C:9]1[S:10][C:11]2[CH:12]=[N:13][CH:14]=[CH:15][C:16]=2[N:17]=1. The yield is 0.438.